This data is from Reaction yield outcomes from USPTO patents with 853,638 reactions. The task is: Predict the reaction yield, written as a fraction of the theoretical maximum amount of product (1.0 means a 100% yield; for example, 0.34 means a 34% yield). (1) The reactants are C(NC(C)C)(C)C.[Li].[CH2:9]([N:11]([CH2:22][CH3:23])[C:12](=[O:21])[O:13][C:14]1[CH:19]=[CH:18][CH:17]=[C:16]([Cl:20])[CH:15]=1)[CH3:10].[I:24]I. The catalyst is O1CCCC1. The product is [CH2:22]([N:11]([CH2:9][CH3:10])[C:12](=[O:21])[O:13][C:14]1[CH:19]=[CH:18][CH:17]=[C:16]([Cl:20])[C:15]=1[I:24])[CH3:23]. The yield is 0.550. (2) The reactants are [Cl:1][C:2]1[C:3]([NH:11][C:12]2[CH:16]=[C:15]([CH:17]3[CH2:19][CH2:18]3)[NH:14][N:13]=2)=[N:4][C:5]([C:8](=[S:10])[NH2:9])=[N:6][CH:7]=1.Cl[CH:21]([C:25](=O)[CH3:26])[C:22](=[O:24])[CH3:23].CCN(CC)CC. The catalyst is CCO. The product is [Cl:1][C:2]1[C:3]([NH:11][C:12]2[CH:16]=[C:15]([CH:17]3[CH2:18][CH2:19]3)[NH:14][N:13]=2)=[N:4][C:5]([C:8]2[S:10][C:21]([C:22](=[O:24])[CH3:23])=[C:25]([CH3:26])[N:9]=2)=[N:6][CH:7]=1. The yield is 0.200.